Dataset: Forward reaction prediction with 1.9M reactions from USPTO patents (1976-2016). Task: Predict the product of the given reaction. (1) Given the reactants [NH2:1][C:2]1[N:7]=[CH:6][N:5]=[C:4]2[N:8]([CH:12]([C:14]3[O:15][C:16](=[O:43])[C:17]4[C:22]([C:23]=3[C:24]3[CH2:25][CH2:26][N:27]([C:30]([CH:32]5[CH2:35][N:34]([C:36]([O:38][C:39]([CH3:42])([CH3:41])[CH3:40])=[O:37])[CH2:33]5)=[O:31])[CH2:28][CH:29]=3)=[CH:21][CH:20]=[CH:19][CH:18]=4)[CH3:13])[N:9]=[C:10](I)[C:3]=12.[F:44][C:45]1[CH:46]=[C:47](B(O)O)[CH:48]=[C:49]([OH:51])[CH:50]=1, predict the reaction product. The product is: [NH2:1][C:2]1[N:7]=[CH:6][N:5]=[C:4]2[N:8]([CH:12]([C:14]3[O:15][C:16](=[O:43])[C:17]4[C:22]([C:23]=3[C:24]3[CH2:25][CH2:26][N:27]([C:30]([CH:32]5[CH2:35][N:34]([C:36]([O:38][C:39]([CH3:42])([CH3:41])[CH3:40])=[O:37])[CH2:33]5)=[O:31])[CH2:28][CH:29]=3)=[CH:21][CH:20]=[CH:19][CH:18]=4)[CH3:13])[N:9]=[C:10]([C:47]3[CH:48]=[C:49]([OH:51])[CH:50]=[C:45]([F:44])[CH:46]=3)[C:3]=12. (2) Given the reactants F[C:2]1[CH:7]=[CH:6][C:5]([F:8])=[CH:4][C:3]=1[N+:9]([O-:11])=[O:10].[NH:12]1[CH2:20][CH2:19][CH2:18][CH:14]([C:15]([NH2:17])=[O:16])[CH2:13]1.CN1C(=O)CCC1, predict the reaction product. The product is: [F:8][C:5]1[CH:6]=[CH:7][C:2]([N:12]2[CH2:20][CH2:19][CH2:18][CH:14]([C:15]([NH2:17])=[O:16])[CH2:13]2)=[C:3]([N+:9]([O-:11])=[O:10])[CH:4]=1. (3) Given the reactants I[C:2]1[C:6]2[C:7]([O:11][CH:12]3[CH2:17][CH2:16][O:15][CH2:14][CH2:13]3)=[N:8][CH:9]=[CH:10][C:5]=2[N:4]([C:18]([C:31]2[CH:36]=[CH:35][CH:34]=[CH:33][CH:32]=2)([C:25]2[CH:30]=[CH:29][CH:28]=[CH:27][CH:26]=2)[C:19]2[CH:24]=[CH:23][CH:22]=[CH:21][CH:20]=2)[N:3]=1.[Cl:37][C:38]1[CH:43]=[C:42](B(O)O)[CH:41]=[CH:40][N:39]=1.C(#N)C.C([O-])(=O)C.[K+], predict the reaction product. The product is: [Cl:37][C:38]1[CH:43]=[C:42]([C:2]2[C:6]3[C:7]([O:11][CH:12]4[CH2:17][CH2:16][O:15][CH2:14][CH2:13]4)=[N:8][CH:9]=[CH:10][C:5]=3[N:4]([C:18]([C:31]3[CH:36]=[CH:35][CH:34]=[CH:33][CH:32]=3)([C:25]3[CH:30]=[CH:29][CH:28]=[CH:27][CH:26]=3)[C:19]3[CH:24]=[CH:23][CH:22]=[CH:21][CH:20]=3)[N:3]=2)[CH:41]=[CH:40][N:39]=1. (4) Given the reactants [C:1]([O:7][CH2:8][CH3:9])(=[O:6])[CH2:2][C:3]([CH3:5])=[O:4].CO[CH:12](OC)[N:13]([CH3:15])[CH3:14], predict the reaction product. The product is: [CH3:12][N:13]([CH:15]=[C:2]([C:3](=[O:4])[CH3:5])[C:1]([O:7][CH2:8][CH3:9])=[O:6])[CH3:14]. (5) Given the reactants Br[C:2]1[CH:31]=[CH:30][C:5]([O:6][CH2:7][CH2:8][CH2:9][N:10]2[CH2:15][CH2:14][CH:13]([C:16]([C:24]3[CH:29]=[CH:28][CH:27]=[CH:26][CH:25]=3)([C:18]3[CH:23]=[CH:22][CH:21]=[CH:20][CH:19]=3)[OH:17])[CH2:12][CH2:11]2)=[CH:4][CH:3]=1.[N:32]1[CH:37]=[CH:36][C:35](B(O)O)=[CH:34][CH:33]=1.C1COCC1, predict the reaction product. The product is: [C:18]1([C:16]([C:24]2[CH:29]=[CH:28][CH:27]=[CH:26][CH:25]=2)([CH:13]2[CH2:14][CH2:15][N:10]([CH2:9][CH2:8][CH2:7][O:6][C:5]3[CH:30]=[CH:31][C:2]([C:35]4[CH:36]=[CH:37][N:32]=[CH:33][CH:34]=4)=[CH:3][CH:4]=3)[CH2:11][CH2:12]2)[OH:17])[CH:23]=[CH:22][CH:21]=[CH:20][CH:19]=1. (6) Given the reactants C[O:2][C:3]([CH:5]1[CH:9]([C:10](OC)=[O:11])[CH2:8][N:7]([CH2:14][C:15]2[CH:20]=[CH:19][CH:18]=[CH:17][CH:16]=2)[CH2:6]1)=O.[H-].[H-].[H-].[H-].[Li+].[Al+3].O.[OH-].[Na+], predict the reaction product. The product is: [CH2:14]([N:7]1[CH2:8][CH:9]([CH2:10][OH:11])[CH:5]([CH2:3][OH:2])[CH2:6]1)[C:15]1[CH:16]=[CH:17][CH:18]=[CH:19][CH:20]=1. (7) Given the reactants [Br:1][C:2]1[C:3]([CH3:13])=[C:4]([C:8]([O:11][CH3:12])=[CH:9][CH:10]=1)[C:5]([OH:7])=O.C(Cl)(=O)C(Cl)=O.[CH3:20][O:21][C:22]1[CH:23]=[C:24]([CH3:32])[CH:25]=[C:26]([O:30][CH3:31])[C:27]=1[O:28][CH3:29], predict the reaction product. The product is: [Br:1][C:2]1[C:3]([CH3:13])=[C:4]([C:5](=[O:7])[C:23]2[C:24]([CH3:32])=[CH:25][C:26]([O:30][CH3:31])=[C:27]([O:28][CH3:29])[C:22]=2[O:21][CH3:20])[C:8]([O:11][CH3:12])=[CH:9][CH:10]=1. (8) The product is: [NH2:10][NH:11][C:8]([C:6]1[CH:5]=[CH:4][CH:3]=[C:2]([CH3:1])[N:7]=1)=[NH:9]. Given the reactants [CH3:1][C:2]1[N:7]=[C:6]([C:8]#[N:9])[CH:5]=[CH:4][CH:3]=1.[NH2:10][NH2:11], predict the reaction product. (9) Given the reactants [C:1]([O:4][C@H:5]1[CH2:10][CH2:9][C@@H:8]([C:11]2[N:15]3[CH:16]=[CH:17][N:18]=[C:19](Cl)[C:14]3=[CH:13][N:12]=2)[CH2:7][CH2:6]1)(=[O:3])[CH3:2].[C:21](=O)([O-])[O-].[K+].[K+].CB1OB(C)OB(C)O1.ClCCl, predict the reaction product. The product is: [C:1]([O:4][C@H:5]1[CH2:10][CH2:9][C@@H:8]([C:11]2[N:15]3[CH:16]=[CH:17][N:18]=[C:19]([CH3:21])[C:14]3=[CH:13][N:12]=2)[CH2:7][CH2:6]1)(=[O:3])[CH3:2]. (10) Given the reactants [NH2:1][C:2]1[CH:3]=[C:4]([CH:16]=[CH:17][C:18]=1[NH2:19])[C:5]([NH:7][C:8]1[CH:13]=[CH:12][C:11]([CH3:14])=[C:10]([CH3:15])[CH:9]=1)=[O:6].[CH3:20][O:21][C:22](=[O:35])[CH2:23][CH2:24][C:25]1[CH:30]=[C:29]([CH3:31])[C:28]([CH:32]=O)=[C:27]([CH3:34])[CH:26]=1, predict the reaction product. The product is: [CH3:20][O:21][C:22](=[O:35])[CH2:23][CH2:24][C:25]1[CH:30]=[C:29]([CH3:31])[C:28]([C:32]2[NH:1][C:2]3[CH:3]=[C:4]([C:5](=[O:6])[NH:7][C:8]4[CH:13]=[CH:12][C:11]([CH3:14])=[C:10]([CH3:15])[CH:9]=4)[CH:16]=[CH:17][C:18]=3[N:19]=2)=[C:27]([CH3:34])[CH:26]=1.